From a dataset of Forward reaction prediction with 1.9M reactions from USPTO patents (1976-2016). Predict the product of the given reaction. (1) Given the reactants [CH3:1][C@H:2]1[C@:7]2([CH3:15])[CH2:8][C@H:9]([C:12]([CH3:14])=[CH2:13])[CH2:10][CH2:11][C:6]2=[CH:5][CH2:4][CH2:3]1.O=O.C([O:22]O)(C)(C)C.O, predict the reaction product. The product is: [CH3:1][CH:2]1[C:7]2([CH3:15])[CH2:8][CH:9]([C:12]([CH3:14])=[CH2:13])[CH2:10][CH2:11][C:6]2=[CH:5][C:4](=[O:22])[CH2:3]1. (2) Given the reactants [C:1]1([CH:7]([C:29]2[CH:34]=[CH:33][CH:32]=[CH:31][CH:30]=2)[N:8]2[C:16]3[C:11](=[CH:12][CH:13]=[CH:14][CH:15]=3)[CH:10]([C:17]3[C:26]([OH:27])=[CH:25][C:20]4[N:21]=[C:22]([CH3:24])[O:23][C:19]=4[CH:18]=3)[C:9]2=[O:28])[CH:6]=[CH:5][CH:4]=[CH:3][CH:2]=1.[C:35]1(C(C2C=CC=CC=2)N2C3C(=CC=CC=3)C(C3C=C(C)C(OC)=CC=3O)C2=O)C=CC=CC=1, predict the reaction product. The product is: [C:1]1([CH:7]([C:29]2[CH:34]=[CH:33][CH:32]=[CH:31][CH:30]=2)[N:8]2[C:16]3[C:11](=[CH:12][CH:13]=[CH:14][CH:15]=3)[C:10]3([C:17]4=[CH:18][C:19]5[O:23][C:22]([CH3:24])=[N:21][C:20]=5[CH:25]=[C:26]4[O:27][CH2:35]3)[C:9]2=[O:28])[CH:2]=[CH:3][CH:4]=[CH:5][CH:6]=1. (3) Given the reactants Cl[C:2]1[CH:7]=[CH:6][C:5]([C:8]([F:11])([F:10])[F:9])=[CH:4][C:3]=1/[CH:12]=[CH:13]\[C:14]([CH2:18][F:19])([OH:17])[CH2:15][F:16].CC(C)([O-])C.[K+].Cl, predict the reaction product. The product is: [F:16][CH2:15][C:14]1([CH2:18][F:19])[CH:13]=[CH:12][C:3]2[CH:4]=[C:5]([C:8]([F:11])([F:10])[F:9])[CH:6]=[CH:7][C:2]=2[O:17]1. (4) Given the reactants [N+]([C:4]1[CH:5]=[CH:6][C:7]2O[C:10]([C:12]([O:14]CC)=O)=[CH:9][C:8]=2[CH:17]=1)([O-])=O.C([C:20]1[CH:31]=[C:30]([N+:32]([O-])=O)[CH:29]=[CH:28][C:21]=1[O:22][CH2:23][C:24](OC)=O)=O.[CH3:35]CO.N12[CH2:48][CH2:47][CH2:46]N=C1CCCCC2, predict the reaction product. The product is: [O:22]1[CH:23]=[CH:24][C:28]2[CH:29]=[C:30]([NH:32][C:12](=[O:14])/[CH:10]=[CH:9]/[C:8]3[CH:17]=[CH:4][C:5]([C:47]([CH3:48])([CH3:35])[CH3:46])=[CH:6][CH:7]=3)[CH:31]=[CH:20][C:21]1=2. (5) Given the reactants C([O:3][C:4]([C@H:6]1[CH2:11][CH2:10][C@H:9]([O:12][C:13]2[CH:14]=[C:15]3[C:20](=[CH:21][CH:22]=2)[O:19][C@H:18]([C:23]2[CH:28]=[CH:27][CH:26]=[CH:25][C:24]=2[CH3:29])[CH2:17][CH2:16]3)[CH2:8][CH2:7]1)=[O:5])C.[OH-].[Li+], predict the reaction product. The product is: [C:24]1([CH3:29])[CH:25]=[CH:26][CH:27]=[CH:28][C:23]=1[C@@H:18]1[CH2:17][CH2:16][C:15]2[C:20](=[CH:21][CH:22]=[C:13]([O:12][C@H:9]3[CH2:8][CH2:7][C@H:6]([C:4]([OH:5])=[O:3])[CH2:11][CH2:10]3)[CH:14]=2)[O:19]1. (6) Given the reactants O.[OH-].[Li+].[Cl:4][C:5]1[CH:6]=[C:7]([N:12]2[C:16]([C:17]3[CH:22]=[C:21]([F:23])[CH:20]=[C:19]([C:24]#[N:25])[CH:18]=3)=[CH:15][C:14]([C:26]([O:28]CC)=[O:27])=[N:13]2)[CH:8]=[CH:9][C:10]=1[F:11].Cl, predict the reaction product. The product is: [Cl:4][C:5]1[CH:6]=[C:7]([N:12]2[C:16]([C:17]3[CH:22]=[C:21]([F:23])[CH:20]=[C:19]([C:24]#[N:25])[CH:18]=3)=[CH:15][C:14]([C:26]([OH:28])=[O:27])=[N:13]2)[CH:8]=[CH:9][C:10]=1[F:11]. (7) Given the reactants [OH-].[Na+:2].[O:3]1[CH:7]=[CH:6][C:5]([C:8]2[CH:16]=[CH:15][C:11]([C:12]([OH:14])=[O:13])=[C:10]([NH:17][C:18](=[O:32])[C:19]3[CH:24]=[C:23]([C:25]4[CH:26]=[N:27][CH:28]=[CH:29][CH:30]=4)[CH:22]=[CH:21][C:20]=3[OH:31])[CH:9]=2)=[CH:4]1, predict the reaction product. The product is: [O:3]1[CH:7]=[CH:6][C:5]([C:8]2[CH:16]=[CH:15][C:11]([C:12]([O-:14])=[O:13])=[C:10]([NH:17][C:18](=[O:32])[C:19]3[CH:24]=[C:23]([C:25]4[CH:26]=[N:27][CH:28]=[CH:29][CH:30]=4)[CH:22]=[CH:21][C:20]=3[OH:31])[CH:9]=2)=[CH:4]1.[Na+:2].